From a dataset of Catalyst prediction with 721,799 reactions and 888 catalyst types from USPTO. Predict which catalyst facilitates the given reaction. (1) The catalyst class is: 14. Reactant: [NH2:1][C:2]1[C:3]([NH:28][CH:29]2[CH2:33][CH2:32][CH2:31][CH2:30]2)=[N:4][C:5]([NH:8][C:9]2[CH:14]=[CH:13][C:12]([N:15]3[CH2:20][CH2:19][N:18]([C:21]([O:23][C:24]([CH3:27])([CH3:26])[CH3:25])=[O:22])[CH2:17][CH2:16]3)=[CH:11][CH:10]=2)=[N:6][CH:7]=1.[C:34](OCCCC)(=O)[CH:35]=[O:36].CC(O)=O. Product: [C:24]([O:23][C:21]([N:18]1[CH2:19][CH2:20][N:15]([C:12]2[CH:13]=[CH:14][C:9]([NH:8][C:5]3[N:6]=[CH:7][C:2]4[N:1]=[CH:34][C:35](=[O:36])[N:28]([CH:29]5[CH2:30][CH2:31][CH2:32][CH2:33]5)[C:3]=4[N:4]=3)=[CH:10][CH:11]=2)[CH2:16][CH2:17]1)=[O:22])([CH3:27])([CH3:26])[CH3:25]. (2) Reactant: C(OOC(=O)C1C=CC=CC=1)(=O)C1C=CC=CC=1.[CH2:19]([S:21]([C:24]1[CH:31]=[CH:30][C:27]([C:28]#[N:29])=[CH:26][C:25]=1[CH3:32])(=[O:23])=[O:22])[CH3:20].C1C(=O)N([Br:40])C(=O)C1. Product: [Br:40][CH2:32][C:25]1[CH:26]=[C:27]([CH:30]=[CH:31][C:24]=1[S:21]([CH2:19][CH3:20])(=[O:23])=[O:22])[C:28]#[N:29]. The catalyst class is: 53. (3) Reactant: [CH3:1][N:2]1[CH2:9][C@@H:8]2[C@@H:4]([N:5]([C:10]3[C:15]([N+:16]([O-])=O)=[CH:14][C:13]([NH:19][C:20]4[N:25]=[C:24]([C:26]5[C:34]6[C:29](=[CH:30][CH:31]=[CH:32][CH:33]=6)[N:28]([CH3:35])[CH:27]=5)[CH:23]=[CH:22][N:21]=4)=[C:12]([O:36][CH3:37])[CH:11]=3)[CH2:6][CH2:7]2)[CH2:3]1.[NH4+].[Cl-].O. Product: [CH3:1][N:2]1[CH2:9][C@@H:8]2[C@@H:4]([N:5]([C:10]3[CH:11]=[C:12]([O:36][CH3:37])[C:13]([NH:19][C:20]4[N:25]=[C:24]([C:26]5[C:34]6[C:29](=[CH:30][CH:31]=[CH:32][CH:33]=6)[N:28]([CH3:35])[CH:27]=5)[CH:23]=[CH:22][N:21]=4)=[CH:14][C:15]=3[NH2:16])[CH2:6][CH2:7]2)[CH2:3]1. The catalyst class is: 186. (4) The catalyst class is: 11. Reactant: [C:1]1([CH:7]=[CH:8]C2C=CC=CC=2N)[CH:6]=[CH:5][CH:4]=[CH:3][CH:2]=1.C([N:18]([CH2:21][CH3:22])CC)C.[F:23][CH:24]([F:34])[O:25][C:26]1[CH:30]=[CH:29][S:28][C:27]=1[C:31](Cl)=[O:32].O. Product: [C:1]1([CH:7]=[CH:8][C:27]2([C:31]([NH:18][C:21]3[CH:22]=[CH:3][CH:2]=[CH:1][CH:6]=3)=[O:32])[CH:26]([O:25][CH:24]([F:34])[F:23])[CH:30]=[CH:29][S:28]2)[CH:2]=[CH:3][CH:4]=[CH:5][CH:6]=1. (5) Reactant: Br[C:2]1[CH:3]=[C:4]([F:41])[C:5](F)=[C:6]([C:8](=O)[CH:9]([CH:17]([C:21]2[CH:38]=[CH:37][C:24]([C:25]([NH:27][CH2:28][CH2:29][C:30]([O:32]C(C)(C)C)=[O:31])=[O:26])=[CH:23][CH:22]=2)[CH2:18][CH2:19][CH3:20])[C:10]2[CH:15]=[CH:14][C:13]([Cl:16])=[CH:12][CH:11]=2)[CH:7]=1.O.[NH2:43][NH2:44]. Product: [Cl:16][C:13]1[CH:12]=[CH:11][C:10]([CH:9]([C:8]2[C:6]3[C:5](=[C:4]([F:41])[CH:3]=[C:2]([C:3]4[CH:2]=[CH:7][C:6]([CH3:8])=[CH:5][CH:4]=4)[CH:7]=3)[NH:44][N:43]=2)[CH:17]([C:21]2[CH:38]=[CH:37][C:24]([C:25]([NH:27][CH2:28][CH2:29][C:30]([OH:32])=[O:31])=[O:26])=[CH:23][CH:22]=2)[CH2:18][CH2:19][CH3:20])=[CH:15][CH:14]=1. The catalyst class is: 16. (6) Reactant: [N:1]1([CH2:6][CH2:7][CH2:8][O:9][C:10]2[CH:15]=[CH:14][C:13]([C:16]3([CH2:22][NH2:23])[CH2:21][CH2:20][O:19][CH2:18][CH2:17]3)=[CH:12][CH:11]=2)[CH2:5][CH2:4][CH2:3][CH2:2]1.Br[CH2:25][CH2:26]Br.C([O-])([O-])=O.[K+].[K+]. Product: [N:23]1([CH2:22][C:16]2([C:13]3[CH:14]=[CH:15][C:10]([O:9][CH2:8][CH2:7][CH2:6][N:1]4[CH2:5][CH2:4][CH2:3][CH2:2]4)=[CH:11][CH:12]=3)[CH2:17][CH2:18][O:19][CH2:20][CH2:21]2)[CH2:26][CH2:25]1. The catalyst class is: 10. (7) Reactant: [C:1]([NH:4][C:5]1[S:6][C:7]([C:11]2[CH:12]=[C:13]([S:17](Cl)(=[O:19])=[O:18])[S:14][C:15]=2[Br:16])=[C:8]([CH3:10])[N:9]=1)(=[O:3])[CH3:2].C(N(CC)CC)C.[CH3:28][N:29]1[CH2:34][CH2:33][NH:32][CH2:31][CH2:30]1. Product: [Br:16][C:15]1[S:14][C:13]([S:17]([N:32]2[CH2:33][CH2:34][N:29]([CH3:28])[CH2:30][CH2:31]2)(=[O:19])=[O:18])=[CH:12][C:11]=1[C:7]1[S:6][C:5]([NH:4][C:1](=[O:3])[CH3:2])=[N:9][C:8]=1[CH3:10]. The catalyst class is: 2.